From a dataset of Full USPTO retrosynthesis dataset with 1.9M reactions from patents (1976-2016). Predict the reactants needed to synthesize the given product. (1) Given the product [F:26][C:27]1[C:28]([C@H:34]([NH:36][C:11](=[O:13])[C:10]2[CH:14]=[C:15]([C:17]3[CH2:24][C:20]4([CH2:21][CH2:22][CH2:23]4)[O:19][N:18]=3)[CH:16]=[C:8]([C:5]3[CH:4]=[CH:3][C:2]([CH3:1])=[CH:7][N:6]=3)[CH:9]=2)[CH3:35])=[N:29][CH:30]=[C:31]([F:33])[CH:32]=1, predict the reactants needed to synthesize it. The reactants are: [CH3:1][C:2]1[CH:3]=[CH:4][C:5]([C:8]2[CH:9]=[C:10]([CH:14]=[C:15]([C:17]3[CH2:24][C:20]4([CH2:23][CH2:22][CH2:21]4)[O:19][N:18]=3)[CH:16]=2)[C:11]([OH:13])=O)=[N:6][CH:7]=1.Cl.[F:26][C:27]1[C:28]([C@H:34]([NH2:36])[CH3:35])=[N:29][CH:30]=[C:31]([F:33])[CH:32]=1.C(Cl)CCl.C1C=NC2N(O)N=NC=2C=1.C(N(C(C)C)CC)(C)C. (2) Given the product [CH3:13][O:12][C:10](=[O:11])[CH:9]([C:3]1[CH:4]=[CH:5][C:6]([Cl:8])=[CH:7][C:2]=1[Cl:1])[CH2:7][CH2:2][CH2:3][CH2:9][C:10]([O:12][CH3:13])=[O:11], predict the reactants needed to synthesize it. The reactants are: [Cl:1][C:2]1[CH:7]=[C:6]([Cl:8])[CH:5]=[CH:4][C:3]=1[CH2:9][C:10]([O:12][CH3:13])=[O:11].[Li+].C[Si]([N-][Si](C)(C)C)(C)C. (3) Given the product [C:20]([C:24]1[CH:25]=[C:26]([CH:30]=[CH:31][CH:32]=1)[C:27]([NH:1][C:2]1[CH:19]=[CH:18][CH:17]=[C:4]([O:5][C:6]2[C:15]3[N:14]=[CH:13][C:12](=[O:16])[NH:11][C:10]=3[N:9]=[CH:8][CH:7]=2)[CH:3]=1)=[O:28])([CH3:23])([CH3:21])[CH3:22], predict the reactants needed to synthesize it. The reactants are: [NH2:1][C:2]1[CH:3]=[C:4]([CH:17]=[CH:18][CH:19]=1)[O:5][C:6]1[C:15]2[N:14]=[CH:13][C:12](=[O:16])[NH:11][C:10]=2[N:9]=[CH:8][CH:7]=1.[C:20]([C:24]1[CH:25]=[C:26]([CH:30]=[CH:31][CH:32]=1)[C:27](Cl)=[O:28])([CH3:23])([CH3:22])[CH3:21]. (4) Given the product [C:1]([O:5][C:6]([N:8]1[CH2:9][CH:10]([C:12]2[S:14][CH:19]=[C:17]([CH2:16][Cl:15])[N:13]=2)[CH2:11]1)=[O:7])([CH3:4])([CH3:2])[CH3:3], predict the reactants needed to synthesize it. The reactants are: [C:1]([O:5][C:6]([N:8]1[CH2:11][CH:10]([C:12](=[S:14])[NH2:13])[CH2:9]1)=[O:7])([CH3:4])([CH3:3])[CH3:2].[Cl:15][CH2:16][C:17]([CH2:19]Cl)=O.[O-]S([O-])(=O)=O.[Mg+2]. (5) Given the product [O:37]=[S:2]1(=[O:1])[CH2:3][CH2:4][CH:5]([N:8]([CH3:38])[S:9]([C:12]2[CH:17]=[CH:16][C:15]([C:18]3[CH:23]=[CH:22][N:21]=[C:20]4[N:24]([S:28]([C:31]5[CH:32]=[CH:33][CH:34]=[CH:35][CH:36]=5)(=[O:29])=[O:30])[C:25]([CH3:27])=[CH:26][C:19]=34)=[CH:14][CH:13]=2)(=[O:11])=[O:10])[CH2:6][CH2:7]1, predict the reactants needed to synthesize it. The reactants are: [O:1]=[S:2]1(=[O:37])[CH2:7][CH2:6][CH:5]([NH:8][S:9]([C:12]2[CH:17]=[CH:16][C:15]([C:18]3[CH:23]=[CH:22][N:21]=[C:20]4[N:24]([S:28]([C:31]5[CH:36]=[CH:35][CH:34]=[CH:33][CH:32]=5)(=[O:30])=[O:29])[C:25]([CH3:27])=[CH:26][C:19]=34)=[CH:14][CH:13]=2)(=[O:11])=[O:10])[CH2:4][CH2:3]1.[C:38](=O)([O-])[O-].[Cs+].[Cs+].CI. (6) Given the product [C:18]([O:20][C:13]1[C:12]([F:16])=[CH:11][C:3]([C:4]([NH:6][S:7]([CH3:10])(=[O:9])=[O:8])=[O:5])=[C:2]([F:1])[CH:14]=1)([CH3:21])([CH3:19])[CH3:17], predict the reactants needed to synthesize it. The reactants are: [F:1][C:2]1[CH:14]=[C:13](F)[C:12]([F:16])=[CH:11][C:3]=1[C:4]([NH:6][S:7]([CH3:10])(=[O:9])=[O:8])=[O:5].[CH3:17][C:18]([CH3:21])([O-:20])[CH3:19].[K+].